This data is from Forward reaction prediction with 1.9M reactions from USPTO patents (1976-2016). The task is: Predict the product of the given reaction. (1) Given the reactants [O:1]1[C:5]2([CH2:10][CH2:9][CH2:8][CH2:7][CH2:6]2)[O:4][CH2:3][C@@H:2]1[C:11]1[N:15]=[C:14]([NH:16][C:17]2[N:22]=[CH:21][C:20]([S:23]CCC(OC)=O)=[CH:19][C:18]=2[O:30][C:31]2[C:32]([CH3:38])=[N:33][N:34]([CH3:37])[C:35]=2[CH3:36])[S:13][N:12]=1.CC([O-])(C)C.[K+].Br[CH2:46][CH2:47][O:48][CH3:49].CN(C=O)C, predict the reaction product. The product is: [CH3:49][O:48][CH2:47][CH2:46][S:23][C:20]1[CH:19]=[C:18]([O:30][C:31]2[C:32]([CH3:38])=[N:33][N:34]([CH3:37])[C:35]=2[CH3:36])[C:17]([NH:16][C:14]2[S:13][N:12]=[C:11]([C@H:2]3[CH2:3][O:4][C:5]4([CH2:6][CH2:7][CH2:8][CH2:9][CH2:10]4)[O:1]3)[N:15]=2)=[N:22][CH:21]=1. (2) Given the reactants Cl.[CH2:2]([C:4]1[S:24][C:7]2[N:8]=[C:9]([S:18][CH2:19][C:20]([O:22][CH3:23])=[O:21])[N:10]=[C:11]([N:12]3[CH2:17][CH2:16][NH:15][CH2:14][CH2:13]3)[C:6]=2[CH:5]=1)[CH3:3].C(N(C(C)C)CC)(C)C.[CH3:34][O:35][C:36]1[CH:44]=[CH:43][C:39]([C:40](Cl)=[O:41])=[CH:38][CH:37]=1, predict the reaction product. The product is: [CH2:2]([C:4]1[S:24][C:7]2[N:8]=[C:9]([S:18][CH2:19][C:20]([O:22][CH3:23])=[O:21])[N:10]=[C:11]([N:12]3[CH2:17][CH2:16][N:15]([C:40](=[O:41])[C:39]4[CH:43]=[CH:44][C:36]([O:35][CH3:34])=[CH:37][CH:38]=4)[CH2:14][CH2:13]3)[C:6]=2[CH:5]=1)[CH3:3]. (3) Given the reactants Br.[C:2]([C:6]1[CH:11]=[CH:10][C:9]([CH:12]([C:20]2[CH:25]=[CH:24][C:23]([Cl:26])=[C:22]([O:27]C)[N:21]=2)[CH2:13][C@@H:14]2[NH:18][C:17](=[O:19])[CH2:16][CH2:15]2)=[CH:8][CH:7]=1)([CH3:5])([CH3:4])[CH3:3], predict the reaction product. The product is: [C:2]([C:6]1[CH:7]=[CH:8][C:9]([CH:12]([C:20]2[NH:21][C:22](=[O:27])[C:23]([Cl:26])=[CH:24][CH:25]=2)[CH2:13][C@H:14]2[CH2:15][CH2:16][C:17](=[O:19])[NH:18]2)=[CH:10][CH:11]=1)([CH3:5])([CH3:3])[CH3:4]. (4) Given the reactants [CH3:1][C:2]1[CH:7]=[C:6]([CH3:8])[N:5]=[C:4]([NH:9][CH2:10][CH2:11][CH2:12][O:13][C:14]2[CH:31]=[CH:30][C:17]3[CH2:18][CH:19]([CH2:25][C:26]([O:28]C)=[O:27])[C:20](=[O:24])[N:21]([CH3:23])[CH2:22][C:16]=3[CH:15]=2)[CH:3]=1.N1C=CC=CC=1NCCCOC1C=CC2CC(CC(OCC)=O)C(=O)NCC=2C=1.Cl, predict the reaction product. The product is: [CH3:1][C:2]1[CH:7]=[C:6]([CH3:8])[N:5]=[C:4]([NH:9][CH2:10][CH2:11][CH2:12][O:13][C:14]2[CH:31]=[CH:30][C:17]3[CH2:18][CH:19]([CH2:25][C:26]([OH:28])=[O:27])[C:20](=[O:24])[N:21]([CH3:23])[CH2:22][C:16]=3[CH:15]=2)[CH:3]=1. (5) Given the reactants [Cl:1][C:2]1[CH:7]=[CH:6][C:5]([C:8]([N:10]2[CH2:15][CH2:14][C:13]([CH2:22][CH2:23][N:24]3[CH:29]4[CH2:30][CH2:31][CH:25]3[CH2:26][CH:27]([N:32]3[C:36]5[CH:37]=[CH:38][CH:39]=[CH:40][C:35]=5[N:34]=[C:33]3[CH3:41])[CH2:28]4)([C:16]3[CH:21]=[CH:20][CH:19]=[CH:18][CH:17]=3)[CH2:12][CH2:11]2)=[O:9])=[CH:4][C:3]=1[S:42]([NH2:45])(=[O:44])=[O:43].[C:46](Cl)(=[O:50])[CH:47]([CH3:49])[CH3:48], predict the reaction product. The product is: [Cl:1][C:2]1[CH:7]=[CH:6][C:5]([C:8]([N:10]2[CH2:11][CH2:12][C:13]([CH2:22][CH2:23][N:24]3[CH:29]4[CH2:30][CH2:31][CH:25]3[CH2:26][CH:27]([N:32]3[C:36]5[CH:37]=[CH:38][CH:39]=[CH:40][C:35]=5[N:34]=[C:33]3[CH3:41])[CH2:28]4)([C:16]3[CH:17]=[CH:18][CH:19]=[CH:20][CH:21]=3)[CH2:14][CH2:15]2)=[O:9])=[CH:4][C:3]=1[S:42]([NH:45][C:46](=[O:50])[CH:47]([CH3:49])[CH3:48])(=[O:43])=[O:44]. (6) Given the reactants [F:1][C:2]1[CH:7]=[C:6]([N:8]2[CH:13]=[CH:12][CH:11]=[CH:10][C:9]2=[O:14])[CH:5]=[CH:4][C:3]=1[NH:15][C:16]([C@@H:18]1[CH2:22][C@H:21]([NH:23][C:24]([C:26]2[S:27][C:28]([Cl:31])=[CH:29][CH:30]=2)=[O:25])[C:20](=O)[CH2:19]1)=[O:17].[NH:33]1[CH2:37][CH2:36][CH2:35][CH2:34]1.C(O)(=O)C.[BH3-]C#N.[Na+], predict the reaction product. The product is: [F:1][C:2]1[CH:7]=[C:6]([N:8]2[CH:13]=[CH:12][CH:11]=[CH:10][C:9]2=[O:14])[CH:5]=[CH:4][C:3]=1[NH:15][C:16]([C@@H:18]1[CH2:22][C@H:21]([NH:23][C:24]([C:26]2[S:27][C:28]([Cl:31])=[CH:29][CH:30]=2)=[O:25])[CH:20]([N:33]2[CH2:37][CH2:36][CH2:35][CH2:34]2)[CH2:19]1)=[O:17].